From a dataset of Forward reaction prediction with 1.9M reactions from USPTO patents (1976-2016). Predict the product of the given reaction. (1) Given the reactants I[C:2]1[CH:7]=[CH:6][C:5]([O:8][CH3:9])=[CH:4][CH:3]=1.[CH2:10]([SH:17])[C:11]1[CH:16]=[CH:15][CH:14]=[CH:13][CH:12]=1.C([O-])([O-])=O.[K+].[K+].C(O)CO, predict the reaction product. The product is: [CH2:10]([S:17][C:2]1[CH:7]=[CH:6][C:5]([O:8][CH3:9])=[CH:4][CH:3]=1)[C:11]1[CH:16]=[CH:15][CH:14]=[CH:13][CH:12]=1. (2) Given the reactants S(Cl)(Cl)=O.[C:5]([C:7]1[CH:12]=[CH:11][C:10]([CH2:13][C:14]([OH:16])=[O:15])=[CH:9][CH:8]=1)#[N:6].[CH3:17]O, predict the reaction product. The product is: [CH3:17][O:15][C:14](=[O:16])[CH2:13][C:10]1[CH:9]=[CH:8][C:7]([C:5]#[N:6])=[CH:12][CH:11]=1. (3) Given the reactants [C:1]([O:5][C:6](=[O:48])[NH:7][C:8](=[N:29][C:30](=[O:47])[CH2:31][C:32]([C:37]1[CH:42]=[CH:41][C:40]([O:43][CH2:44][CH:45]=[CH2:46])=[CH:39][CH:38]=1)=[N:33][O:34][CH2:35][CH3:36])[CH2:9][C:10]1[CH:15]=[C:14]([Cl:16])[C:13]([NH:17][C:18](=[O:27])[CH2:19][NH:20][CH2:21][CH2:22][CH2:23][CH2:24][CH:25]=[CH2:26])=[C:12]([Cl:28])[CH:11]=1)([CH3:4])([CH3:3])[CH3:2].C(N(C(C)C)CC)(C)C.[CH3:58][C:59]([O:62][C:63](O[C:63]([O:62][C:59]([CH3:61])([CH3:60])[CH3:58])=[O:64])=[O:64])([CH3:61])[CH3:60], predict the reaction product. The product is: [C:1]([O:5][C:6](=[O:48])[NH:7][C:8](=[N:29][C:30](=[O:47])[CH2:31][C:32]([C:37]1[CH:42]=[CH:41][C:40]([O:43][CH2:44][CH:45]=[CH2:46])=[CH:39][CH:38]=1)=[N:33][O:34][CH2:35][CH3:36])[CH2:9][C:10]1[CH:15]=[C:14]([Cl:16])[C:13]([NH:17][C:18](=[O:27])[CH2:19][N:20]([CH2:21][CH2:22][CH2:23][CH2:24][CH:25]=[CH2:26])[C:63]([O:62][C:59]([CH3:61])([CH3:60])[CH3:58])=[O:64])=[C:12]([Cl:28])[CH:11]=1)([CH3:2])([CH3:4])[CH3:3].